Dataset: Catalyst prediction with 721,799 reactions and 888 catalyst types from USPTO. Task: Predict which catalyst facilitates the given reaction. (1) Reactant: [Cl:1][C:2]1[CH:10]=[C:9]2[C:5]([CH:6]=[C:7]([C:11](=[O:28])[NH:12][CH:13]([C:18]3[CH:23]=[CH:22][CH:21]=[C:20]([C:24]([F:27])([F:26])[F:25])[CH:19]=3)[C:14]([F:17])([F:16])[F:15])[NH:8]2)=[CH:4][C:3]=1[C:29]([O:31][CH2:32][CH3:33])=[O:30].[H-].[Na+].I[CH2:37][CH3:38].O. Product: [Cl:1][C:2]1[CH:10]=[C:9]2[C:5]([CH:6]=[C:7]([C:11](=[O:28])[NH:12][CH:13]([C:18]3[CH:23]=[CH:22][CH:21]=[C:20]([C:24]([F:25])([F:27])[F:26])[CH:19]=3)[C:14]([F:15])([F:17])[F:16])[N:8]2[CH2:37][CH3:38])=[CH:4][C:3]=1[C:29]([O:31][CH2:32][CH3:33])=[O:30]. The catalyst class is: 42. (2) Reactant: C([C:6]1[CH:16]=[CH:15][C:9]([CH:10]=[CH:11][C:12]([OH:14])=[O:13])=[CH:8][C:7]=1[O:17][CH3:18])(=O)CCC.CN([CH:22]=[O:23])C.C(Cl)(=O)C(Cl)=[O:26].NC1S[CH:33]=[C:34]([C:36]2C=CC(C)=CC=2)N=1. Product: [C:12]([CH:11]=[CH:10][C:9]1[CH:15]=[CH:16][C:6]([O:23][CH3:22])=[C:7]([O:17][C:18](=[O:26])[CH2:33][CH2:34][CH3:36])[CH:8]=1)([OH:14])=[O:13]. The catalyst class is: 272. (3) Reactant: [Br:1][CH2:2][CH2:3][C:4]1[CH:9]=[CH:8][C:7]([OH:10])=[CH:6][CH:5]=1.N1C=CN=C1.[Si:16](Cl)([C:19]([CH3:22])([CH3:21])[CH3:20])([CH3:18])[CH3:17]. Product: [Br:1][CH2:2][CH2:3][C:4]1[CH:9]=[CH:8][C:7]([O:10][Si:16]([C:19]([CH3:22])([CH3:21])[CH3:20])([CH3:18])[CH3:17])=[CH:6][CH:5]=1. The catalyst class is: 85. (4) Reactant: [Br-].[CH2:2]([N+:9]1[CH:14]=[CH:13][CH:12]=[C:11]([CH3:15])[C:10]=1[CH2:16][NH:17][C:18]([O:20][C:21]([CH3:24])([CH3:23])[CH3:22])=[O:19])[C:3]1[CH:8]=[CH:7][CH:6]=[CH:5][CH:4]=1.[BH4-].[Na+]. Product: [CH2:2]([N:9]1[CH2:14][CH2:13][CH:12]=[C:11]([CH3:15])[CH:10]1[CH2:16][NH:17][C:18](=[O:19])[O:20][C:21]([CH3:24])([CH3:23])[CH3:22])[C:3]1[CH:8]=[CH:7][CH:6]=[CH:5][CH:4]=1. The catalyst class is: 5. (5) Reactant: [C:1]([O:5][P:6]([O:13][CH2:14][CH2:15][NH:16]C(=O)OCC1C=CC=CC=1)([O:8][C:9]([CH3:12])([CH3:11])[CH3:10])=[O:7])([CH3:4])([CH3:3])[CH3:2]. The catalyst class is: 19. Product: [P:6]([O:5][C:1]([CH3:4])([CH3:3])[CH3:2])([O:8][C:9]([CH3:10])([CH3:12])[CH3:11])([O:13][CH2:14][CH2:15][NH2:16])=[O:7]. (6) Reactant: [CH:1]1([N:4]2[C:13]3[C:8](=[CH:9][CH:10]=[C:11]([C:18]4[CH:19]=[C:20]5[C:24](=[CH:25][CH:26]=4)[C@@H:23]([CH3:27])[NH:22][CH2:21]5)[C:12]=3[O:14][CH:15]([F:17])[F:16])[C:7](=[O:28])[C:6]([C:29]([OH:31])=[O:30])=[CH:5]2)[CH2:3][CH2:2]1.[CH3:32][S:33]([OH:36])(=[O:35])=[O:34]. Product: [CH3:32][S:33]([OH:36])(=[O:35])=[O:34].[CH:1]1([N:4]2[C:13]3[C:8](=[CH:9][CH:10]=[C:11]([C:18]4[CH:19]=[C:20]5[C:24](=[CH:25][CH:26]=4)[C@@H:23]([CH3:27])[NH:22][CH2:21]5)[C:12]=3[O:14][CH:15]([F:17])[F:16])[C:7](=[O:28])[C:6]([C:29]([OH:31])=[O:30])=[CH:5]2)[CH2:3][CH2:2]1. The catalyst class is: 8. (7) Reactant: Cl.[CH3:2][NH:3][CH2:4][CH2:5][CH2:6][CH2:7][C:8]([O:10][CH3:11])=[O:9].[C:12]1([C:33]2[CH:38]=[CH:37][CH:36]=[CH:35][CH:34]=2)[CH:17]=[CH:16][CH:15]=[CH:14][C:13]=1[NH:18][C:19]([O:21][CH:22]1[CH2:27][CH2:26][N:25]([CH2:28][CH2:29][C:30](O)=[O:31])[CH2:24][CH2:23]1)=[O:20].ON1C2N=CC=CC=2N=N1.N1C(C)=CC=CC=1C.Cl.CN(C)CCCN=C=NCC.C(=O)(O)[O-].[Na+]. Product: [CH3:11][O:10][C:8](=[O:9])[CH2:7][CH2:6][CH2:5][CH2:4][NH:3][CH2:2][C:30](=[O:31])[CH2:29][CH2:28][N:25]1[CH2:26][CH2:27][CH:22]([O:21][C:19](=[O:20])[NH:18][C:13]2[CH:14]=[CH:15][CH:16]=[CH:17][C:12]=2[C:33]2[CH:34]=[CH:35][CH:36]=[CH:37][CH:38]=2)[CH2:23][CH2:24]1. The catalyst class is: 61. (8) Reactant: [OH-:1].[Na+].[CH2:3]([O:5][C:6]1[CH:7]=[C:8]([CH:11]=[CH:12][C:13]=1[OH:14])[CH:9]=[O:10])[CH3:4]. Product: [CH2:3]([O:5][C:6]1[CH:7]=[C:8]([CH:11]=[CH:12][C:13]=1[OH:14])[C:9]([OH:1])=[O:10])[CH3:4]. The catalyst class is: 716. (9) Reactant: [H-].[Na+].[N+:3]([C:6]1[CH:10]=[CH:9][NH:8][N:7]=1)([O-:5])=[O:4].Cl[CH2:12][C:13]([CH3:18])([N:15]([CH3:17])[CH3:16])[CH3:14].[Cl-].[NH4+]. Product: [CH3:16][N:15]([CH3:17])[C:13]([CH3:18])([CH3:14])[CH2:12][N:8]1[CH:9]=[CH:10][C:6]([N+:3]([O-:5])=[O:4])=[N:7]1. The catalyst class is: 39. (10) Reactant: [Cl:1][C:2]([Cl:7])([Cl:6])[C:3](Cl)=[O:4].[NH:8]1[CH:12]=[CH:11][CH:10]=[CH:9]1.C(=O)([O-])[O-].[Na+].[Na+]. Product: [Cl:1][C:2]([Cl:7])([Cl:6])[C:3]([C:9]1[NH:8][CH:12]=[CH:11][CH:10]=1)=[O:4]. The catalyst class is: 316.